This data is from Reaction yield outcomes from USPTO patents with 853,638 reactions. The task is: Predict the reaction yield, written as a fraction of the theoretical maximum amount of product (1.0 means a 100% yield; for example, 0.34 means a 34% yield). (1) The reactants are [N:1]([C:4]1[CH:11]=[CH:10][C:7]([C:8]#[N:9])=[C:6]([C:12]([F:15])([F:14])[F:13])[CH:5]=1)=[C:2]=[S:3].[CH3:16][C:17]([NH:21][C:22]1[CH:27]=[CH:26][CH:25]=[CH:24][CH:23]=1)([CH3:20])[C:18]#N.C[OH:29].Cl. The catalyst is CN(C=O)C.O. The product is [C:22]1([N:21]2[C:17]([CH3:16])([CH3:20])[C:18](=[O:29])[N:1]([C:4]3[CH:11]=[CH:10][C:7]([C:8]#[N:9])=[C:6]([C:12]([F:13])([F:15])[F:14])[CH:5]=3)[C:2]2=[S:3])[CH:27]=[CH:26][CH:25]=[CH:24][CH:23]=1. The yield is 0.710. (2) The reactants are Cl.[Cl:2][C:3]1[CH:23]=[CH:22][C:6]([CH2:7][C:8]2[N:9]=[C:10]([C:16]3[CH:21]=[CH:20][N:19]=[CH:18][CH:17]=3)[S:11][C:12]=2[C:13](=[NH:15])[NH2:14])=[CH:5][CH:4]=1.C(=O)([O-])[O-].[Na+].[Na+].Br[CH2:31][C:32](=O)[CH2:33][N:34]1C(=O)C2C(=CC=CC=2)C1=O. The catalyst is CN(C=O)C.C(OCC)(=O)C.O. The product is [Cl:2][C:3]1[CH:4]=[CH:5][C:6]([CH2:7][C:8]2[N:9]=[C:10]([C:16]3[CH:21]=[CH:20][N:19]=[CH:18][CH:17]=3)[S:11][C:12]=2[C:13]2[NH:14][CH:31]=[C:32]([CH2:33][NH2:34])[N:15]=2)=[CH:22][CH:23]=1. The yield is 0.300.